Task: Predict which catalyst facilitates the given reaction.. Dataset: Catalyst prediction with 721,799 reactions and 888 catalyst types from USPTO (1) Reactant: [CH2:1]=[CH:2][C@@H:3]1[C@@H:8]2[CH2:9][C@H:10]([C@@H:11]([OH:22])[C:12]3[CH:13]=[CH:14][N:15]=[C:16]4[CH:21]=[CH:20][CH:19]=[CH:18][C:17]=34)[N:5]([CH2:6][CH2:7]2)[CH2:4]1. Product: [CH2:1]=[CH:2][C@@H:3]1[C@@H:8]2[CH2:9][C@@H:10]([C@H:11]([OH:22])[C:12]3[CH:13]=[CH:14][N:15]=[C:16]4[CH:21]=[CH:20][CH:19]=[CH:18][C:17]=34)[N:5]([CH2:6][CH2:7]2)[CH2:4]1. The catalyst class is: 5. (2) Reactant: [C:1]1([CH:7](O)[CH2:8][CH2:9][C:10]#[C:11][CH3:12])[CH:6]=[CH:5][CH:4]=[CH:3][CH:2]=1.[Cl:14][C:15]1[CH:22]=[CH:21][C:18]([CH:19]=[O:20])=[CH:17][CH:16]=1.C[Si]([O:27][S:28]([C:31]([F:34])([F:33])[F:32])(=[O:30])=[O:29])(C)C.C([O-])(O)=O.[Na+]. Product: [F:32][C:31]([F:34])([F:33])[S:28]([O:30][CH2:12]/[CH:11]=[C:10]1/[CH:19]([C:18]2[CH:21]=[CH:22][C:15]([Cl:14])=[CH:16][CH:17]=2)[O:20][CH:7]([C:1]2[CH:6]=[CH:5][CH:4]=[CH:3][CH:2]=2)[CH2:8][CH2:9]/1)(=[O:29])=[O:27]. The catalyst class is: 268. (3) Product: [N+:9]([C:12]1[CH:17]=[CH:16][CH:15]=[CH:14][C:13]=1[S:18]([O:1][CH2:2][C@@H:3]1[O:7][C:6](=[O:8])[NH:5][CH2:4]1)(=[O:20])=[O:19])([O-:11])=[O:10]. Reactant: [OH:1][CH2:2][C@@H:3]1[O:7][C:6](=[O:8])[NH:5][CH2:4]1.[N+:9]([C:12]1[CH:17]=[CH:16][CH:15]=[CH:14][C:13]=1[S:18](Cl)(=[O:20])=[O:19])([O-:11])=[O:10].O. The catalyst class is: 17. (4) Reactant: [H-].[Na+].[Br:3][C:4]1[CH:5]=[CH:6][C:7]([OH:10])=[N:8][CH:9]=1.I[CH2:12][CH3:13]. Product: [Br:3][C:4]1[CH:5]=[CH:6][C:7](=[O:10])[N:8]([CH2:12][CH3:13])[CH:9]=1. The catalyst class is: 1. (5) Product: [CH2:1]([O:4][C@@H:5]1[C@@H:13]([CH2:14][OH:15])[O:12][C@H:11]2[C@H:7]([N:8]=[C:9]([N:23]([CH3:31])[C:24](=[O:30])[O:25][C:26]([CH3:27])([CH3:28])[CH3:29])[S:10]2)[C@H:6]1[O:32][CH2:33][CH:34]=[CH2:35])[CH:2]=[CH2:3]. Reactant: [CH2:1]([O:4][C@@H:5]1[C@@H:13]([CH2:14][O:15][Si](C(C)(C)C)(C)C)[O:12][C@H:11]2[C@H:7]([N:8]=[C:9]([N:23]([CH3:31])[C:24](=[O:30])[O:25][C:26]([CH3:29])([CH3:28])[CH3:27])[S:10]2)[C@H:6]1[O:32][CH2:33][CH:34]=[CH2:35])[CH:2]=[CH2:3].CCCC[N+](CCCC)(CCCC)CCCC.[F-]. The catalyst class is: 1.